Dataset: Forward reaction prediction with 1.9M reactions from USPTO patents (1976-2016). Task: Predict the product of the given reaction. (1) Given the reactants N(C(OCC1C=CC=CC=1)=O)[C@H](C(NCC(NCC([NH:14][C@H:15]([C:27](N(CC(N[C@](C(OCC1C=CC=CC=1Cl)=O)(C(OCC1C=CC=CC=1)=O)CCCCN)=O)C)=[O:28])[CH2:16][C:17](=[O:26])[O:18]CC1C=CC=CC=1)=O)=O)=O)C.C[C@H](N)C(NCC(NCC(O)=O)=O)=[O:75].C1(NC(NC2CCCCC2)=O)CCCCC1, predict the reaction product. The product is: [NH2:14][C@H:15]([C:27]([OH:28])=[O:75])[CH2:16][C:17](=[O:26])[OH:18]. (2) Given the reactants [CH3:1][O:2][C:3]1[CH:4]=[C:5]([CH2:11][CH2:12][NH2:13])[CH:6]=[CH:7][C:8]=1[O:9][CH3:10].[Cl:14][C:15]1[CH:20]=[CH:19][C:18]([CH2:21][C:22](Cl)=[O:23])=[CH:17][CH:16]=1, predict the reaction product. The product is: [CH3:1][O:2][C:3]1[CH:4]=[C:5]([CH2:11][CH2:12][NH:13][C:22](=[O:23])[CH2:21][C:18]2[CH:19]=[CH:20][C:15]([Cl:14])=[CH:16][CH:17]=2)[CH:6]=[CH:7][C:8]=1[O:9][CH3:10]. (3) Given the reactants [H-].[Na+].[C:3]([CH2:5][C:6]([O:8][CH2:9][CH3:10])=[O:7])#[N:4].[CH2:11]([C:13]1[CH:18]=[CH:17][CH:16]=[CH:15][C:14]=1I)[CH3:12].Cl.[CH2:21](OCC)[CH3:22], predict the reaction product. The product is: [CH2:9]([O:8][C:6](=[O:7])[C:5]([CH2:21][CH3:22])([C:3]#[N:4])[C:14]1[CH:15]=[CH:16][CH:17]=[CH:18][C:13]=1[CH2:11][CH3:12])[CH3:10]. (4) Given the reactants [CH2:1]=[C:2]1[C:8]2=[N:9][CH:10]=[CH:11][CH:12]=[C:7]2OCC[CH2:3]1.[CH3:13][OH:14].[C:15]([O-:18])(O)=O.[Na+].[CH3:20]SC.[CH3:23][CH2:24]OC(C)=O, predict the reaction product. The product is: [C:2]([C:8]1[N:9]=[C:10]2[C:15](=[O:18])[CH2:23][CH2:24][CH2:13][O:14][C:11]2=[CH:12][CH:7]=1)([CH3:1])([CH3:3])[CH3:20]. (5) The product is: [CH3:30][C:27]1[CH:28]=[CH:29][N:16]2[C:17]=1[C:18](=[O:26])[N:19]([C:20]1[CH:25]=[CH:24][CH:23]=[CH:22][CH:21]=1)[C:14]([C@@H:12]([NH:11][C:9]1[C:10]3[C:2]([C:47]4[CH:55]=[C:54]([NH:56][S:57]([CH3:60])(=[O:58])=[O:59])[CH:53]=[C:52]5[C:48]=4[CH:49]=[CH:50][NH:51]5)=[CH:3][N:4]([CH2:31][O:32][CH2:33][CH2:34][Si:35]([CH3:36])([CH3:38])[CH3:37])[C:5]=3[N:6]=[CH:7][N:8]=1)[CH3:13])=[N:15]2. Given the reactants Br[C:2]1[C:10]2[C:9]([NH:11][C@H:12]([C:14]3[N:19]([C:20]4[CH:25]=[CH:24][CH:23]=[CH:22][CH:21]=4)[C:18](=[O:26])[C:17]4=[C:27]([CH3:30])[CH:28]=[CH:29][N:16]4[N:15]=3)[CH3:13])=[N:8][CH:7]=[N:6][C:5]=2[N:4]([CH2:31][O:32][CH2:33][CH2:34][Si:35]([CH3:38])([CH3:37])[CH3:36])[CH:3]=1.CC1(C)C(C)(C)OB([C:47]2[CH:55]=[C:54]([NH:56][S:57]([CH3:60])(=[O:59])=[O:58])[CH:53]=[C:52]3[C:48]=2[CH:49]=[CH:50][NH:51]3)O1.C(=O)([O-])[O-].[Na+].[Na+], predict the reaction product. (6) Given the reactants CCN=C=NCCCN(C)C.Cl.[NH2:13][C@H:14]1[CH2:19][CH2:18][N:17]([C:20]([O:22][C:23]([CH3:26])([CH3:25])[CH3:24])=[O:21])[CH2:16][C@H:15]1[O:27][CH3:28].[Cl:29][C:30]1[N:31]=[C:32]([C:37](OCC)=[O:38])[NH:33][C:34]=1[CH2:35][CH3:36].Cl, predict the reaction product. The product is: [Cl:29][C:30]1[N:31]=[C:32]([C:37]([NH:13][C@H:14]2[CH2:19][CH2:18][N:17]([C:20]([O:22][C:23]([CH3:24])([CH3:25])[CH3:26])=[O:21])[CH2:16][C@H:15]2[O:27][CH3:28])=[O:38])[NH:33][C:34]=1[CH2:35][CH3:36]. (7) Given the reactants FC(F)(F)C(O)=O.[CH2:8]([O:28][C:29]([CH3:38])([CH3:37])[C:30]([O:32]C(C)(C)C)=[O:31])[CH2:9][CH2:10][CH2:11]/[CH:12]=[CH:13]\[CH2:14]/[CH:15]=[CH:16]\[CH2:17]/[CH:18]=[CH:19]\[CH2:20]/[CH:21]=[CH:22]\[CH2:23]/[CH:24]=[CH:25]\[CH2:26][CH3:27].O, predict the reaction product. The product is: [CH2:8]([O:28][C:29]([CH3:37])([CH3:38])[C:30]([OH:32])=[O:31])[CH2:9][CH2:10][CH2:11]/[CH:12]=[CH:13]\[CH2:14]/[CH:15]=[CH:16]\[CH2:17]/[CH:18]=[CH:19]\[CH2:20]/[CH:21]=[CH:22]\[CH2:23]/[CH:24]=[CH:25]\[CH2:26][CH3:27]. (8) Given the reactants [C:1]([O:5][C:6]([NH:8][C@@H:9]([CH2:53][CH2:54][CH2:55][NH:56][C:57](=[O:63])[O:58][C:59]([CH3:62])([CH3:61])[CH3:60])[CH2:10][NH:11][C:12](=[O:52])[CH2:13][C@H:14]([CH2:41][CH2:42][CH2:43][NH:44][C:45]([O:47][C:48]([CH3:51])([CH3:50])[CH3:49])=[O:46])[NH:15][C:16](=[O:40])[C@@H:17]([NH:29]C(=O)OCC1C=CC=CC=1)[CH2:18][CH2:19][CH2:20][NH:21][C:22]([O:24][C:25]([CH3:28])([CH3:27])[CH3:26])=[O:23])=[O:7])([CH3:4])([CH3:3])[CH3:2], predict the reaction product. The product is: [NH2:29][C@@H:17]([CH2:18][CH2:19][CH2:20][NH:21][C:22](=[O:23])[O:24][C:25]([CH3:28])([CH3:27])[CH3:26])[C:16](=[O:40])[NH:15][C@@H:14]([CH2:41][CH2:42][CH2:43][NH:44][C:45]([O:47][C:48]([CH3:49])([CH3:50])[CH3:51])=[O:46])[CH2:13][C:12](=[O:52])[NH:11][CH2:10][C@@H:9]([NH:8][C:6](=[O:7])[O:5][C:1]([CH3:2])([CH3:3])[CH3:4])[CH2:53][CH2:54][CH2:55][NH:56][C:57]([O:58][C:59]([CH3:60])([CH3:61])[CH3:62])=[O:63]. (9) Given the reactants [CH2:1]([O:3][C:4](=[O:9])[CH2:5][C:6]([O-:8])=O)[CH3:2].[K+].[Mg+2].[Cl-].[Cl-].CCN(CC)CC.[F:21][C:22]1[CH:23]=[C:24]([CH:28]=[CH:29][C:30]=1[N+:31]([O-:33])=[O:32])C(Cl)=O, predict the reaction product. The product is: [F:21][C:22]1[CH:23]=[C:24]([C:6](=[O:8])[CH2:5][C:4]([O:3][CH2:1][CH3:2])=[O:9])[CH:28]=[CH:29][C:30]=1[N+:31]([O-:33])=[O:32]. (10) Given the reactants C(OC(=O)[NH:7][C:8]1[CH:16]=[C:15]2[C:11]([CH:12]=[C:13]([C:17]3[C:18]([O:24][CH3:25])=[N:19][CH:20]=[CH:21][C:22]=3[I:23])[NH:14]2)=[CH:10][CH:9]=1)(C)(C)C.FC(F)(F)C(O)=O, predict the reaction product. The product is: [I:23][C:22]1[CH:21]=[CH:20][N:19]=[C:18]([O:24][CH3:25])[C:17]=1[C:13]1[NH:14][C:15]2[C:11]([CH:12]=1)=[CH:10][CH:9]=[C:8]([NH2:7])[CH:16]=2.